This data is from Full USPTO retrosynthesis dataset with 1.9M reactions from patents (1976-2016). The task is: Predict the reactants needed to synthesize the given product. Given the product [Cl:28][C:29]1[CH:37]=[CH:36][C:32]([C:33]([NH:21][CH2:20][C:17]2[CH:18]=[CH:19][C:14]([S:11]([N:8]3[CH2:7][CH2:6][C:5]4([O:4][CH2:3][CH2:2][O:1]4)[CH2:10][CH2:9]3)(=[O:13])=[O:12])=[CH:15][CH:16]=2)=[O:34])=[CH:31][CH:30]=1, predict the reactants needed to synthesize it. The reactants are: [O:1]1[C:5]2([CH2:10][CH2:9][N:8]([S:11]([C:14]3[CH:19]=[CH:18][C:17]([CH2:20][NH2:21])=[CH:16][CH:15]=3)(=[O:13])=[O:12])[CH2:7][CH2:6]2)[O:4][CH2:3][CH2:2]1.N1C=CC=CC=1.[Cl:28][C:29]1[CH:37]=[CH:36][C:32]([C:33](Cl)=[O:34])=[CH:31][CH:30]=1.CN(C1C=CC=CN=1)C.C(Cl)(=O)C1C=CC=CC=1.